This data is from NCI-60 drug combinations with 297,098 pairs across 59 cell lines. The task is: Regression. Given two drug SMILES strings and cell line genomic features, predict the synergy score measuring deviation from expected non-interaction effect. (1) Drug 1: CC(CN1CC(=O)NC(=O)C1)N2CC(=O)NC(=O)C2. Drug 2: C1CC(C1)(C(=O)O)C(=O)O.[NH2-].[NH2-].[Pt+2]. Cell line: NCIH23. Synergy scores: CSS=51.8, Synergy_ZIP=-2.62, Synergy_Bliss=1.01, Synergy_Loewe=-17.6, Synergy_HSA=4.21. (2) Drug 1: C1CCC(C(C1)N)N.C(=O)(C(=O)[O-])[O-].[Pt+4]. Drug 2: CC1CCCC2(C(O2)CC(NC(=O)CC(C(C(=O)C(C1O)C)(C)C)O)C(=CC3=CSC(=N3)C)C)C. Cell line: SF-539. Synergy scores: CSS=37.7, Synergy_ZIP=-1.53, Synergy_Bliss=-3.14, Synergy_Loewe=-18.7, Synergy_HSA=-8.90. (3) Drug 1: C1=NC2=C(N=C(N=C2N1C3C(C(C(O3)CO)O)F)Cl)N. Drug 2: COC1=C2C(=CC3=C1OC=C3)C=CC(=O)O2. Cell line: MOLT-4. Synergy scores: CSS=52.3, Synergy_ZIP=-2.08, Synergy_Bliss=-3.77, Synergy_Loewe=-56.5, Synergy_HSA=-4.44. (4) Drug 1: CN1CCC(CC1)COC2=C(C=C3C(=C2)N=CN=C3NC4=C(C=C(C=C4)Br)F)OC. Drug 2: CC1OCC2C(O1)C(C(C(O2)OC3C4COC(=O)C4C(C5=CC6=C(C=C35)OCO6)C7=CC(=C(C(=C7)OC)O)OC)O)O. Cell line: EKVX. Synergy scores: CSS=57.5, Synergy_ZIP=2.61, Synergy_Bliss=7.65, Synergy_Loewe=8.93, Synergy_HSA=11.6. (5) Drug 1: C1=CC(=C2C(=C1NCCNCCO)C(=O)C3=C(C=CC(=C3C2=O)O)O)NCCNCCO. Drug 2: CC(C1=C(C=CC(=C1Cl)F)Cl)OC2=C(N=CC(=C2)C3=CN(N=C3)C4CCNCC4)N. Cell line: SF-295. Synergy scores: CSS=72.1, Synergy_ZIP=3.37, Synergy_Bliss=4.67, Synergy_Loewe=-1.28, Synergy_HSA=8.14. (6) Drug 1: CC12CCC3C(C1CCC2=O)CC(=C)C4=CC(=O)C=CC34C. Drug 2: CC1C(C(CC(O1)OC2CC(CC3=C2C(=C4C(=C3O)C(=O)C5=CC=CC=C5C4=O)O)(C(=O)C)O)N)O. Cell line: HCT116. Synergy scores: CSS=40.2, Synergy_ZIP=1.34, Synergy_Bliss=1.49, Synergy_Loewe=-5.43, Synergy_HSA=2.32. (7) Cell line: SNB-75. Drug 2: CS(=O)(=O)OCCCCOS(=O)(=O)C. Synergy scores: CSS=2.56, Synergy_ZIP=-1.45, Synergy_Bliss=-0.0247, Synergy_Loewe=-0.255, Synergy_HSA=0.393. Drug 1: CC(CN1CC(=O)NC(=O)C1)N2CC(=O)NC(=O)C2.